From a dataset of Reaction yield outcomes from USPTO patents with 853,638 reactions. Predict the reaction yield, written as a fraction of the theoretical maximum amount of product (1.0 means a 100% yield; for example, 0.34 means a 34% yield). The reactants are [C:1]([O:5][C:6]([N:8]1[C:16]2[C:11](=[CH:12][C:13]([CH:17]=[CH:18][C:19](OC)=[O:20])=[CH:14][CH:15]=2)[CH:10]=[C:9]1C)=[O:7])([CH3:4])([CH3:3])[CH3:2].[H-].[H-].[H-].[H-].[Li+].[Al+3]. The catalyst is C1COCC1. The product is [C:1]([O:5][C:6]([N:8]1[C:16]2[C:11](=[CH:12][C:13]([CH:17]=[CH:18][CH2:19][OH:20])=[CH:14][CH:15]=2)[CH:10]=[CH:9]1)=[O:7])([CH3:4])([CH3:3])[CH3:2]. The yield is 0.700.